From a dataset of Full USPTO retrosynthesis dataset with 1.9M reactions from patents (1976-2016). Predict the reactants needed to synthesize the given product. (1) Given the product [N+:1]([C:4]1[CH:17]=[CH:16][C:15]([O:18][C:19]([F:20])([F:21])[F:22])=[CH:14][C:5]=1[C:6]([NH:8][CH2:9][C:10]([OH:12])=[O:11])=[O:7])([O-:3])=[O:2], predict the reactants needed to synthesize it. The reactants are: [N+:1]([C:4]1[CH:17]=[CH:16][C:15]([O:18][C:19]([F:22])([F:21])[F:20])=[CH:14][C:5]=1[C:6]([NH:8][CH2:9][C:10]([O:12]C)=[O:11])=[O:7])([O-:3])=[O:2].[OH-].[Na+]. (2) Given the product [CH3:1][N:2]([CH2:13][C:14]1[N:18]([CH2:19][CH:20]2[CH2:25][CH2:24][CH2:23][NH:22][CH2:21]2)[C:17]2[CH:33]=[CH:34][CH:35]=[CH:36][C:16]=2[N:15]=1)[CH:3]1[C:12]2[N:11]=[CH:10][CH:9]=[CH:8][C:7]=2[CH2:6][CH2:5][CH2:4]1, predict the reactants needed to synthesize it. The reactants are: [CH3:1][N:2]([CH2:13][C:14]1[N:18]([CH2:19][CH:20]2[CH2:25][CH2:24][CH2:23][N:22](C(OC(C)(C)C)=O)[CH2:21]2)[C:17]2[CH:33]=[CH:34][CH:35]=[CH:36][C:16]=2[N:15]=1)[CH:3]1[C:12]2[N:11]=[CH:10][CH:9]=[CH:8][C:7]=2[CH2:6][CH2:5][CH2:4]1.CN(CC1N(CC2CCNCC2)C2C=CC=CC=2N=1)C1C2N=CC=CC=2CCC1. (3) Given the product [CH:1]([C:4]1[CH:5]=[CH:6][C:7]2[C:12]([NH:13][C:14]3[CH:15]=[C:16]([CH:20]=[CH:21][C:22]=3[S:23][C:24]3[CH:29]=[CH:28][C:27]([O:30][CH3:31])=[CH:26][CH:25]=3)[C:17]([NH:33][C:34]3[CH:39]=[CH:38][CH:37]=[CH:36][C:35]=3[CH3:40])=[O:18])=[N:11][CH:10]=[N:9][C:8]=2[N:32]=1)([CH3:3])[CH3:2], predict the reactants needed to synthesize it. The reactants are: [CH:1]([C:4]1[CH:5]=[CH:6][C:7]2[C:12]([NH:13][C:14]3[CH:15]=[C:16]([CH:20]=[CH:21][C:22]=3[S:23][C:24]3[CH:29]=[CH:28][C:27]([O:30][CH3:31])=[CH:26][CH:25]=3)[C:17](Cl)=[O:18])=[N:11][CH:10]=[N:9][C:8]=2[N:32]=1)([CH3:3])[CH3:2].[NH2:33][C:34]1[C:35]([CH3:40])=[CH:36][CH:37]=[CH:38][CH:39]=1.NC1C=C(O)C(C)=CC=1.